From a dataset of Forward reaction prediction with 1.9M reactions from USPTO patents (1976-2016). Predict the product of the given reaction. (1) Given the reactants [C:1]1([C:11]2[CH:16]=[CH:15][CH:14]=[CH:13][CH:12]=2)[CH:6]=[C:5]([CH:7]=O)[CH:4]=[C:3]([CH:9]=O)[CH:2]=1.[NH2:17][CH2:18][CH2:19][CH2:20][NH:21][CH2:22][CH2:23][CH2:24][NH:25][C:26](=[O:32])[O:27][C:28]([CH3:31])([CH3:30])[CH3:29].[BH4-].[Na+].[OH-:35].[Na+], predict the reaction product. The product is: [C:1]1([C:11]2[CH:16]=[CH:15][CH:14]=[CH:13][CH:12]=2)[CH:6]=[C:5]([CH2:7][NH:17][CH2:18][CH2:19][CH2:20][NH:21][CH2:22][CH2:23][CH2:24][NH:25][C:26](=[O:32])[O:27][C:28]([CH3:29])([CH3:31])[CH3:30])[CH:4]=[C:3]([CH2:9][NH:17][CH2:18][CH2:19][CH2:20][NH:21][CH2:22][CH2:23][CH2:24][NH:25][C:26](=[O:27])[O:35][C:28]([CH3:30])([CH3:29])[CH3:31])[CH:2]=1. (2) Given the reactants [NH2:1][C:2]1[CH:3]=[C:4]2[C:20](=[O:21])[NH:19][N:18]=[CH:17][C:6]3=[C:7]([C:11]4[CH:16]=[CH:15][CH:14]=[CH:13][CH:12]=4)[NH:8][C:9]([CH:10]=1)=[C:5]23.ClC[C:24]1[CH:25]=[C:26]([CH:30]=[CH:31][CH:32]=1)[C:27](O)=[O:28].C(N(CC)CC)C.F[P-](F)(F)(F)(F)F.N1(OC(N(C)C)=[N+](C)C)C2N=CC=CC=2N=N1.C(Cl)[Cl:65].CO, predict the reaction product. The product is: [Cl:65][C:24]1[CH:25]=[C:26]([CH:30]=[CH:31][CH:32]=1)[C:27]([NH:1][C:2]1[CH:3]=[C:4]2[C:20](=[O:21])[NH:19][N:18]=[CH:17][C:6]3=[C:7]([C:11]4[CH:12]=[CH:13][CH:14]=[CH:15][CH:16]=4)[NH:8][C:9]([CH:10]=1)=[C:5]23)=[O:28].